Dataset: Full USPTO retrosynthesis dataset with 1.9M reactions from patents (1976-2016). Task: Predict the reactants needed to synthesize the given product. (1) The reactants are: Br[C:2]1[C:3]([CH3:25])=[CH:4][C:5]2[N:6]([C:8]([C:11]3[CH:12]=[C:13]([NH:18][S:19]([N:22]([CH3:24])[CH3:23])(=[O:21])=[O:20])[C:14]([Cl:17])=[N:15][CH:16]=3)=[CH:9][N:10]=2)[CH:7]=1.Br[C:27]1[C:28](C)=[CH:29][C:30]2[N:31](C(I)=CN=2)[CH:32]=1.C(=O)([O-])[O-].[Na+].[Na+]. Given the product [Cl:17][C:14]1[C:13]([NH:18][S:19]([N:22]([CH3:24])[CH3:23])(=[O:21])=[O:20])=[CH:12][C:11]([C:8]2[N:6]3[CH:7]=[C:2]([C:28]4[CH:27]=[CH:32][N:31]=[CH:30][CH:29]=4)[C:3]([CH3:25])=[CH:4][C:5]3=[N:10][CH:9]=2)=[CH:16][N:15]=1, predict the reactants needed to synthesize it. (2) Given the product [NH2:12][C:8]1[C:7]([CH2:15][CH3:16])=[C:6]([N:5]([CH2:17][C:18]2[CH:35]=[CH:34][C:21]([O:22][C:23]3[CH:24]=[C:25]([CH:31]=[CH:32][CH:33]=3)[O:26][CH2:27][C:28]([OH:30])=[O:29])=[CH:20][CH:19]=2)[CH2:4][C:3]2[CH:36]=[CH:37][C:38]([F:40])=[CH:39][C:2]=2[F:1])[CH:11]=[CH:10][CH:9]=1, predict the reactants needed to synthesize it. The reactants are: [F:1][C:2]1[CH:39]=[C:38]([F:40])[CH:37]=[CH:36][C:3]=1[CH2:4][N:5]([CH2:17][C:18]1[CH:35]=[CH:34][C:21]([O:22][C:23]2[CH:24]=[C:25]([CH:31]=[CH:32][CH:33]=2)[O:26][CH2:27][C:28]([OH:30])=[O:29])=[CH:20][CH:19]=1)[C:6]1[CH:11]=[CH:10][CH:9]=[C:8]([N+:12]([O-])=O)[C:7]=1[CH:15]=[CH2:16].